This data is from Forward reaction prediction with 1.9M reactions from USPTO patents (1976-2016). The task is: Predict the product of the given reaction. (1) Given the reactants [F:1][C:2]1[CH:7]=[CH:6][C:5]([CH:8]2[CH2:13][CH2:12][CH2:11][C:10](=O)[CH2:9]2)=[CH:4][CH:3]=1.[H-].[Na+].[C:17](=[O:22])(OC)OC.C(=O)(O)O.[NH2:27][C:28]([NH2:30])=[NH:29], predict the reaction product. The product is: [NH2:30][C:28]1[N:29]=[C:17]([OH:22])[C:11]2[CH2:12][CH2:13][CH:8]([C:5]3[CH:6]=[CH:7][C:2]([F:1])=[CH:3][CH:4]=3)[CH2:9][C:10]=2[N:27]=1. (2) Given the reactants C([O:7][C@H:8]([CH3:41])[C:9]([N:11]1[CH2:16][CH2:15][CH:14]([CH2:17][CH2:18][N:19]2[C:27]([S:28][C:29]3[C:38]([Br:39])=[CH:37][C:32]4[O:33][CH2:34][CH2:35][O:36][C:31]=4[CH:30]=3)=[N:26][C:25]3[C:20]2=[N:21][CH:22]=[N:23][C:24]=3[NH2:40])[CH2:13][CH2:12]1)=[O:10])(=O)C(C)(C)C.[OH-].C([N+](CCCC)(CCCC)CCCC)CCC, predict the reaction product. The product is: [NH2:40][C:24]1[N:23]=[CH:22][N:21]=[C:20]2[C:25]=1[N:26]=[C:27]([S:28][C:29]1[C:38]([Br:39])=[CH:37][C:32]3[O:33][CH2:34][CH2:35][O:36][C:31]=3[CH:30]=1)[N:19]2[CH2:18][CH2:17][CH:14]1[CH2:13][CH2:12][N:11]([C:9](=[O:10])[C@H:8]([OH:7])[CH3:41])[CH2:16][CH2:15]1. (3) Given the reactants [OH:1][C:2]1[CH:3]=[C:4]2[C:9](=[CH:10][CH:11]=1)[CH:8]=[C:7]([C:12]1[CH2:13][CH2:14][N:15]([C:18]([O:20][C:21]([CH3:24])([CH3:23])[CH3:22])=[O:19])[CH2:16][CH:17]=1)[CH:6]=[CH:5]2.C(O)C, predict the reaction product. The product is: [OH:1][C:2]1[CH:3]=[C:4]2[C:9](=[CH:10][CH:11]=1)[CH:8]=[C:7]([CH:12]1[CH2:17][CH2:16][N:15]([C:18]([O:20][C:21]([CH3:24])([CH3:23])[CH3:22])=[O:19])[CH2:14][CH2:13]1)[CH:6]=[CH:5]2. (4) Given the reactants [NH2:1][CH2:2][C:3]1[C:12](=[O:13])[C:11]2[C:6](=[CH:7][C:8]([Cl:14])=[CH:9][CH:10]=2)[N:5]([C:15]2[CH:20]=[CH:19][CH:18]=[CH:17][CH:16]=2)[CH:4]=1.[Cl:21][C:22]1[CH:23]=[C:24]([CH:36]=[CH:37][CH:38]=1)[CH2:25][N:26]1[CH:31]=[CH:30][C:29]([C:32](O)=[O:33])=[CH:28][C:27]1=[O:35], predict the reaction product. The product is: [Cl:14][C:8]1[CH:7]=[C:6]2[C:11]([C:12](=[O:13])[C:3]([CH2:2][NH:1][C:32]([C:29]3[CH:30]=[CH:31][N:26]([CH2:25][C:24]4[CH:36]=[CH:37][CH:38]=[C:22]([Cl:21])[CH:23]=4)[C:27](=[O:35])[CH:28]=3)=[O:33])=[CH:4][N:5]2[C:15]2[CH:16]=[CH:17][CH:18]=[CH:19][CH:20]=2)=[CH:10][CH:9]=1.